From a dataset of Forward reaction prediction with 1.9M reactions from USPTO patents (1976-2016). Predict the product of the given reaction. (1) The product is: [C:52]([NH:56][C:29]([C:28]1[C:22]2[C:23](=[N:24][CH:25]=[C:20]([C:6]3[C:5]4[C:9](=[CH:10][C:2]([F:1])=[CH:3][CH:4]=4)[N:8]([CH2:11][C:12]([N:14]4[CH2:19][CH2:18][O:17][CH2:16][CH2:15]4)=[O:13])[N:7]=3)[N:21]=2)[N:26]([CH2:32][O:33][CH2:34][CH2:35][Si:36]([CH3:37])([CH3:38])[CH3:39])[CH:27]=1)=[O:31])([CH3:55])([CH3:54])[CH3:53]. Given the reactants [F:1][C:2]1[CH:10]=[C:9]2[C:5]([C:6]([C:20]3[N:21]=[C:22]4[C:28]([C:29]([OH:31])=O)=[CH:27][N:26]([CH2:32][O:33][CH2:34][CH2:35][Si:36]([CH3:39])([CH3:38])[CH3:37])[C:23]4=[N:24][CH:25]=3)=[N:7][N:8]2[CH2:11][C:12]([N:14]2[CH2:19][CH2:18][O:17][CH2:16][CH2:15]2)=[O:13])=[CH:4][CH:3]=1.C(N1C=CN=C1)(N1C=CN=C1)=O.[C:52]([NH2:56])([CH3:55])([CH3:54])[CH3:53], predict the reaction product. (2) The product is: [Cl:1][C:2]1[CH:7]=[C:6]([F:8])[CH:5]=[CH:4][C:3]=1/[C:9](/[CH2:37][CH3:38])=[C:10](\[C:26]1[CH:31]=[CH:30][C:29](/[CH:32]=[CH:33]/[C:34]([NH:42][CH2:41][CH2:39][OH:40])=[O:35])=[CH:28][CH:27]=1)/[C:11]1[CH:12]=[C:13]2[C:17](=[CH:18][CH:19]=1)[NH:16][N:15]=[CH:14]2. Given the reactants [Cl:1][C:2]1[CH:7]=[C:6]([F:8])[CH:5]=[CH:4][C:3]=1/[C:9](/[CH2:37][CH3:38])=[C:10](\[C:26]1[CH:31]=[CH:30][C:29](/[CH:32]=[CH:33]/[C:34](O)=[O:35])=[CH:28][CH:27]=1)/[C:11]1[CH:12]=[C:13]2[C:17](=[CH:18][CH:19]=1)[N:16](C1CCCCO1)[N:15]=[CH:14]2.[CH2:39]([CH2:41][NH2:42])[OH:40].C(N(CC)CC)C.CN(C(ON1N=NC2C=CC=NC1=2)=[N+](C)C)C.F[P-](F)(F)(F)(F)F, predict the reaction product. (3) Given the reactants [F:1][C:2]1[CH:3]=[C:4]2[C:8](=[CH:9][CH:10]=1)[N:7]([CH3:11])[CH:6]=[C:5]2[C:12]([OH:14])=O.F[B-](F)(F)F.N1(OC(N(C)C)=[N+](C)C)C2C=CC=CC=2N=N1.[CH3:37][CH:38]1[CH2:43][CH2:42][CH2:41][CH2:40][N:39]1[CH2:44][CH2:45][CH2:46][O:47][C:48]1[CH:53]=[CH:52][C:51]([N:54]2[CH2:59][CH2:58][NH:57][CH2:56][CH2:55]2)=[CH:50][CH:49]=1, predict the reaction product. The product is: [F:1][C:2]1[CH:3]=[C:4]2[C:8](=[CH:9][CH:10]=1)[N:7]([CH3:11])[CH:6]=[C:5]2[C:12]([N:57]1[CH2:58][CH2:59][N:54]([C:51]2[CH:50]=[CH:49][C:48]([O:47][CH2:46][CH2:45][CH2:44][N:39]3[CH2:40][CH2:41][CH2:42][CH2:43][CH:38]3[CH3:37])=[CH:53][CH:52]=2)[CH2:55][CH2:56]1)=[O:14]. (4) Given the reactants [Br:1][C:2]1[CH:3]=[CH:4][C:5]([O:8][CH3:9])=[N:6][CH:7]=1.C([O-])(=O)C.[Na+].[Br:15]Br, predict the reaction product. The product is: [Br:15][C:4]1[C:5]([O:8][CH3:9])=[N:6][CH:7]=[C:2]([Br:1])[CH:3]=1. (5) The product is: [CH2:12]([O:19][C@@H:20]([CH3:23])[CH:21]=[N:4][NH:3][CH:1]=[O:2])[C:13]1[CH:18]=[CH:17][CH:16]=[CH:15][CH:14]=1. Given the reactants [CH:1]([NH:3][NH2:4])=[O:2].C1(C)C=CC=CC=1.[CH2:12]([O:19][C@@H:20]([CH3:23])[CH:21]=O)[C:13]1[CH:18]=[CH:17][CH:16]=[CH:15][CH:14]=1, predict the reaction product.